Dataset: Peptide-MHC class II binding affinity with 134,281 pairs from IEDB. Task: Regression. Given a peptide amino acid sequence and an MHC pseudo amino acid sequence, predict their binding affinity value. This is MHC class II binding data. (1) The peptide sequence is YKFIPSLEAAVKQAY. The MHC is DRB1_1302 with pseudo-sequence DRB1_1302. The binding affinity (normalized) is 0.394. (2) The peptide sequence is GGWWLTFGQILGLAQ. The MHC is HLA-DPA10103-DPB10401 with pseudo-sequence HLA-DPA10103-DPB10401. The binding affinity (normalized) is 0.350. (3) The MHC is DRB1_0301 with pseudo-sequence DRB1_0301. The peptide sequence is NKIKQKTKQIGNRPG. The binding affinity (normalized) is 0. (4) The peptide sequence is EGKIILVAVHVASGYIE. The MHC is HLA-DPA10201-DPB10501 with pseudo-sequence HLA-DPA10201-DPB10501. The binding affinity (normalized) is 0.269.